From a dataset of Forward reaction prediction with 1.9M reactions from USPTO patents (1976-2016). Predict the product of the given reaction. (1) Given the reactants [C:1]([C:3]1[CH:12]=[C:11]([N+:13]([O-])=O)[CH:10]=[CH:9][C:4]=1[C:5]([O:7][CH3:8])=[O:6])#[N:2], predict the reaction product. The product is: [NH2:13][C:11]1[CH:10]=[CH:9][C:4]([C:5]([O:7][CH3:8])=[O:6])=[C:3]([C:1]#[N:2])[CH:12]=1. (2) Given the reactants [H-].[Na+].[Br-].BrCCC[P+]([C:21]1[CH:26]=[CH:25]C=CC=1)(C1C=CC=CC=1)C1C=CC=CC=1.[CH3:27][O:28][C:29]([O:34][CH3:35])([CH3:33])[C:30](=O)[CH3:31], predict the reaction product. The product is: [CH3:27][O:28][C:29]([O:34][CH3:35])([CH3:33])[C:30](=[C:25]1[CH2:26][CH2:21]1)[CH3:31].